From a dataset of B-cell epitopes from IEDB database with 3,159 antigens for binding position prediction. Token-level Classification. Given an antigen amino acid sequence, predict which amino acid positions are active epitope sites capable of antibody binding. Output is a list of indices for active positions. (1) Given the antigen sequence: MNKLIRRAVTIFAVTSVASLFASGVLETSMAEFTSTNVISLADTKAKDNTSHKSKKARKNHSKETLVDRKEVAPVHESKATGPKQDSCFGRMYTVKVNDDRNVEITQAVPEYATVGSPYPLEITATGKRDCADVIITQQLPCEAEFVRSDPATTPTADGKLVWKIDRLGQGEKSKITVWVKPLKEGCCFTAATVCACPEIRSVTKCGQPAICVKQEGPENACLRCPVVYKINVVNQGTAIARNVVVENPVPDGYAHSSGQRVLTFTLGDMQPGEHRTITVEFCPLKRGRATNIATVSYCGGHKNTASVTTVINEPCVQVSIAGADWSYVCKPVEYVISVSNPGDLVLRDVVVEDTLSPGVTVLEAAGAQISCNKVVWTVKELNPGESLQYKVLVRAQTPGQFTNNVVVKSCSDCGTCTSCAEATTYWKGVAATHMCVVDTCDPVCVGENTVYRICVTSRGSAEDTNVSLMLKFSKELQPVSFSGPTKGTITGNTVVFDSL..., which amino acid positions are active epitope sites? The epitope positions are: [24, 25, 26, 27, 28, 29, 30, 31, 32, 33, 34, 35, 36, 37, 38, 39]. The amino acids at these positions are: VLETSMAEFTSTNVIS. (2) Given the antigen sequence: MSTNPKPQRITKRNINRRPQDVKFPGGGQIVGGVYLLPRRGPRLGVRATRKTSERSQPRGRRQPIPKDRRSTGKSWGKPGYPWPLYGNEGCGWAGWLLSPRGSRPTWGPTDPRHRSRNLGKVIDTITCGFADLMGYIPVVGAPVGGVARALAHGVRVLEDGINYATGNLPGCSFSIFLLALLSCVTVPVSAVEVRNISSSYYATNDCSNNSITWQLANAVLHLPGCVPCENDNGTLRCWIQVTPNVAVKHRGALTHNLRTHVDMIVMAATVCSALYVGDVCGAVMIVSQALIVSPERHNFTQECNCSIYQGHITGHRMAWDMMLNWSPTLTMILAYAARVPELVLEVVFGGHWGVVFGLAYFSMQGAWAKVIAILLLVAGVDATTYSTGAQAGRGASGIANLFTPGAKQNIQLINTNGSWHINRTALNCNDSLQTGFLASLFYTKSFNSSGCPERMSSCRGLDDFRIGWGTLEYETKVTNDEDMRPYCWHYPPKPCGIVS..., which amino acid positions are active epitope sites? The epitope positions are: [245, 246, 247, 248, 249, 250, 251, 252, 253, 254, 255, 256, 257, 258, 259]. The amino acids at these positions are: VAVKHRGALTHNLRT. (3) Given the antigen sequence: MSIPFSNTHYRIPQGFGNLLEGLTREILREQPDNIPAFAAAYFESLLEKREKTNFDPAEWGSKVEDRFYNNHAFEEQEPPEKSDPKQEESQISGKEEETSVTILDSSEEDKEKEEVAAVKIQAAFRGHIAREEAKKMKTNSLQNEEKEENK, which amino acid positions are active epitope sites? The epitope positions are: [132, 133, 134, 135, 136, 137, 138, 139, 140, 141]. The amino acids at these positions are: EAKKMKTNSL. (4) Given the antigen sequence: MACRQLLCSVQNLLFYFLPDIYCTDFDTMEQRLPIILLVLSVFFSSTPSAALSSHNGVPAYPSYAQASLSSNGEPRHRGIRGSFLMPVKPHANADDFASDDNYETLPSFVEAPVRDPRQVPGRGEAALGTEETPGQQPPVALGSAEGEGTSTNESASENSEDDTFHDALQELPEDGLEVPPPNAQELPPPNSQELPPPNSQELPPPNSQELPPPNAQELLPPTEQDLPPPTEQELPPPVGEGQGLQVPGEHGPQGPPDDDQQLLLEPTEEQQEGPQEPLPPPPPPTQGEQPEGQQPQGPVRQNFFRRALGAARSRFGGARRHVSGVFRRVRGGLNRIVGGVRSGFRRAREGVVGGVRRLTSAASQGLRRAGEGLRRGFTRVRGALRGRGRAADGASSVRERFGAASGRVRDAFSAGLTRLRRRGRTSGEEGRPLLGEGREQDDGSQ, which amino acid positions are active epitope sites? The epitope positions are: [208, 209, 210, 211, 212, 213, 214, 215, 216, 217, 218]. The amino acids at these positions are: QELPPPNAQEL. (5) Given the antigen sequence: SIRRSMANEGSNTNSVGANAPNADTIASGSQRSTNSASTSTTNNGESQTTTPTAADTPTATESNSPSPPITTTESSSSGNAPNKTDGKGEESEKQNELNESTEEGPKAPQEPQTAENENPAAPENKGTG, which amino acid positions are active epitope sites? The epitope positions are: [13, 14, 15, 16, 17, 18, 19, 20, 21, 22, 23, 24, 25, 26, 27]. The amino acids at these positions are: NSVGANAPNADTIAS. (6) Given the antigen sequence: NGVNFNNVDASSLGAAHVGQSASRGRGLGENPDDEEGDAKKKKDGKKAEPKNPRENKLKQPGDRADGQPAGDRADGQPAGDRADGQPAGDRADGQPAGDRAAGQPAGDRADGQPAGDRADGQPAGDRADGQPAGDRADGQPAGDRAAGQPAGDRAAGQPAGDRADGQPAGDRAAGQPAGDRADGQPAGDRAAGQPAGDRADGQPAGDRAAGQPAGDRAAGQPAGDRAAGQAAGDRAAGQAAGGNAGGQGQNNEGANAPNEKSVKEYLDKVRATVGTEWTPCSVTCGVGVRVRRRVNAANKKPEDLTLNDLETDVCTMDKCAGIFNVVSNSLGLVILLVLALFN, which amino acid positions are active epitope sites? The epitope positions are: [61, 62, 63, 64, 65, 66, 67, 68, 69]. The amino acids at these positions are: GDRADGQPA.